Dataset: Full USPTO retrosynthesis dataset with 1.9M reactions from patents (1976-2016). Task: Predict the reactants needed to synthesize the given product. (1) Given the product [NH2:23][C:2]1[C:11]2[N:12]=[C:13]([NH:20][CH2:21][CH3:22])[N:14]([CH2:15][C:16]([CH3:19])([OH:18])[CH3:17])[C:10]=2[C:9]2[CH:8]=[CH:7][CH:6]=[CH:5][C:4]=2[N:3]=1, predict the reactants needed to synthesize it. The reactants are: Cl[C:2]1[C:11]2[N:12]=[C:13]([NH:20][CH2:21][CH3:22])[N:14]([CH2:15][C:16]([CH3:19])([OH:18])[CH3:17])[C:10]=2[C:9]2[CH:8]=[CH:7][CH:6]=[CH:5][C:4]=2[N:3]=1.[NH3:23]. (2) Given the product [F:1][C:2]1[CH:3]=[CH:4][C:5]([N:8]2[C:16]3[CH:15]=[C:14]4[CH2:17][CH2:18][CH2:19][C:20]5[C:21]([C:22]#[N:23])([CH2:28][CH2:27][C:26](=[O:29])[CH:25]=5)[C:13]4=[CH:12][C:11]=3[CH:10]=[N:9]2)=[CH:6][CH:7]=1, predict the reactants needed to synthesize it. The reactants are: [F:1][C:2]1[CH:7]=[CH:6][C:5]([N:8]2[C:16]3[C:11](=[CH:12][C:13]4[C:21]([C:22]#[N:23])=[C:20](O)[CH2:19][CH2:18][CH2:17][C:14]=4[CH:15]=3)[CH:10]=[N:9]2)=[CH:4][CH:3]=1.[CH3:25][C:26](=[O:29])[CH:27]=[CH2:28]. (3) The reactants are: [NH2:1][C:2]1[N:6]([C:7]2[C:15]([Cl:16])=[C:10]3[CH2:11][CH2:12][CH2:13][CH2:14][N:9]3[N:8]=2)[N:5]=[CH:4][C:3]=1[C:17]#[N:18].[OH-].[Na+].Cl[CH2:22][CH:23]1[CH2:25][CH2:24]1.O. Given the product [Cl:16][C:15]1[C:7]([N:6]2[C:2]([NH:1][CH2:22][CH:23]3[CH2:25][CH2:24]3)=[C:3]([C:17]#[N:18])[CH:4]=[N:5]2)=[N:8][N:9]2[CH2:14][CH2:13][CH2:12][CH2:11][C:10]=12, predict the reactants needed to synthesize it. (4) Given the product [C:26]([O:30][C:31](=[O:89])[CH2:32][CH2:33][CH2:34][CH2:35][CH2:36][CH2:37][CH2:38][CH2:39][CH2:40][CH2:41][CH2:42][CH2:43][CH2:44][CH2:45][CH2:46][CH2:47][CH2:48][CH2:49][C:50](=[O:88])[NH:51][C@H:52]([C:81]([O:83][C:84]([CH3:87])([CH3:86])[CH3:85])=[O:82])[CH2:53][CH2:54][C:55](=[O:80])[NH:56][CH2:57][CH2:58][O:59][CH2:60][CH2:61][O:62][CH2:63][C:64](=[O:79])[NH:65][CH2:66][CH2:67][O:68][CH2:69][CH2:70][O:71][CH2:72][C:73](=[O:78])[NH:74][CH2:75][CH2:76][NH:77][C:3](=[O:4])[CH2:2][I:1])([CH3:29])([CH3:27])[CH3:28], predict the reactants needed to synthesize it. The reactants are: [I:1][CH2:2][C:3](O)=[O:4].[B-](F)(F)(F)F.CN(C(ON1C(=O)CCC1=O)=[N+](C)C)C.[C:26]([O:30][C:31](=[O:89])[CH2:32][CH2:33][CH2:34][CH2:35][CH2:36][CH2:37][CH2:38][CH2:39][CH2:40][CH2:41][CH2:42][CH2:43][CH2:44][CH2:45][CH2:46][CH2:47][CH2:48][CH2:49][C:50](=[O:88])[NH:51][C@H:52]([C:81]([O:83][C:84]([CH3:87])([CH3:86])[CH3:85])=[O:82])[CH2:53][CH2:54][C:55](=[O:80])[NH:56][CH2:57][CH2:58][O:59][CH2:60][CH2:61][O:62][CH2:63][C:64](=[O:79])[NH:65][CH2:66][CH2:67][O:68][CH2:69][CH2:70][O:71][CH2:72][C:73](=[O:78])[NH:74][CH2:75][CH2:76][NH2:77])([CH3:29])([CH3:28])[CH3:27]. (5) Given the product [F:55][CH:41]([C:37]1[CH:38]=[C:39]2[C:34](=[CH:29][CH:30]=1)[N:33]=[CH:32][CH:35]=[CH:40]2)[C:42]1[C:47](=[O:48])[CH:46]=[CH:45][N:44]([C:49]2[CH:50]=[N:51][N:52]([CH3:54])[CH:53]=2)[N:43]=1, predict the reactants needed to synthesize it. The reactants are: OC(C1C=C2C(=CC=1)N=CC=C2)C1C(=O)C=CN(C2C=NN(C)C=2)N=1.C(O[C:29]1[CH:30]=N[C:32]([C:35]2C=[C:37]([CH:41]([F:55])[C:42]3[C:47](=[O:48])[CH:46]=[CH:45][N:44]([C:49]4[CH:50]=[N:51][N:52]([CH3:54])[CH:53]=4)[N:43]=3)[CH:38]=[CH:39][CH:40]=2)=[N:33][CH:34]=1)C.